Dataset: Forward reaction prediction with 1.9M reactions from USPTO patents (1976-2016). Task: Predict the product of the given reaction. (1) Given the reactants [C:1]([O:5][C:6]([NH:8][CH:9]([C@H:21]([CH3:29])[CH2:22][CH2:23][CH2:24][CH:25]([CH3:28])[CH:26]=[CH2:27])[C:10]([N:12]1[CH2:16][C@H:15]([OH:17])[CH2:14][C@H:13]1[C:18]([OH:20])=[O:19])=[O:11])=[O:7])([CH3:4])([CH3:3])[CH3:2].Cl[C:31]1[C:40]2[C:35](=[CH:36][CH:37]=[CH:38][CH:39]=2)[C:34]([O:41][CH3:42])=[CH:33][N:32]=1.CC([O-])(C)C.[K+], predict the reaction product. The product is: [C:1]([O:5][C:6]([NH:8][C@@H:9]([C@H:21]([CH3:29])[CH2:22][CH2:23][CH2:24][CH:25]([CH3:28])[CH:26]=[CH2:27])[C:10]([N:12]1[CH2:16][C@H:15]([O:17][C:31]2[C:40]3[C:35](=[CH:36][CH:37]=[CH:38][CH:39]=3)[C:34]([O:41][CH3:42])=[CH:33][N:32]=2)[CH2:14][C@H:13]1[C:18]([OH:20])=[O:19])=[O:11])=[O:7])([CH3:4])([CH3:3])[CH3:2]. (2) The product is: [F:1][C:2]1[CH:9]=[C:8]2[C:5](=[CH:4][C:3]=1[Br:10])[CH:6]=[N:17][CH:16]=[CH:15]2. Given the reactants [F:1][C:2]1[CH:9]=[CH:8][C:5]([CH:6]=O)=[CH:4][C:3]=1[Br:10].BrC1C=C2C(=CC=1)C=[N:17][CH:16]=[CH:15]2, predict the reaction product. (3) Given the reactants [CH:1]1([C:6]2[CH:7]=[C:8]3[N:13]([CH:14]=2)[CH:12]=[CH:11][CH:10]=[CH:9]3)[CH2:5][CH2:4][CH2:3][CH2:2]1, predict the reaction product. The product is: [CH:1]1([C:6]2[CH:7]=[C:8]3[N:13]([CH:14]=2)[CH2:12][CH2:11][CH2:10][CH2:9]3)[CH2:2][CH2:3][CH2:4][CH2:5]1. (4) Given the reactants C(OC([N:8]1[CH2:13][CH2:12][CH2:11][C@H:10]([CH2:14][O:15][C:16]2[CH:21]=[CH:20][C:19]([F:22])=[CH:18][C:17]=2[O:23][C:24]2[CH:29]=[CH:28][CH:27]=[CH:26][CH:25]=2)[CH2:9]1)=O)(C)(C)C.[C:30]([C:34]([OH:36])=[O:35])(F)(F)F, predict the reaction product. The product is: [F:22][C:19]1[CH:20]=[CH:21][C:16]([O:15][CH2:14][C@H:10]2[CH2:11][CH2:12][CH2:13][N:8](/[C:30](/[C:34]([OH:36])=[O:35])=[CH:30]\[C:34]([OH:36])=[O:35])[CH2:9]2)=[C:17]([O:23][C:24]2[CH:25]=[CH:26][CH:27]=[CH:28][CH:29]=2)[CH:18]=1. (5) Given the reactants C(OC(=O)[NH:7][CH:8]1[CH2:13][CH2:12][N:11]([C:14]2[CH:19]=[CH:18][CH:17]=[C:16]([N:20]([C:22]3[CH:27]=[CH:26][C:25]([O:28]C)=[CH:24][CH:23]=3)[CH3:21])[CH:15]=2)[CH2:10][CH2:9]1)(C)(C)C.B(Br)(Br)Br, predict the reaction product. The product is: [NH2:7][CH:8]1[CH2:13][CH2:12][N:11]([C:14]2[CH:15]=[C:16]([N:20]([CH3:21])[C:22]3[CH:23]=[CH:24][C:25]([OH:28])=[CH:26][CH:27]=3)[CH:17]=[CH:18][CH:19]=2)[CH2:10][CH2:9]1. (6) The product is: [N:22]1([C:20]([C:11]2([C:14]3[CH:19]=[CH:18][CH:17]=[CH:16][CH:15]=3)[CH2:10][CH2:9][NH:8][CH2:13][CH2:12]2)=[O:21])[CH2:27][CH2:26][O:25][CH2:24][CH2:23]1. Given the reactants C(OC([N:8]1[CH2:13][CH2:12][C:11]([C:20]([N:22]2[CH2:27][CH2:26][O:25][CH2:24][CH2:23]2)=[O:21])([C:14]2[CH:19]=[CH:18][CH:17]=[CH:16][CH:15]=2)[CH2:10][CH2:9]1)=O)(C)(C)C.FC(F)(F)C(O)=O.[OH-].[Na+], predict the reaction product.